This data is from Forward reaction prediction with 1.9M reactions from USPTO patents (1976-2016). The task is: Predict the product of the given reaction. (1) Given the reactants [H-].[Na+].Cl[CH2:4][CH2:5][S:6](Cl)(=[O:8])=[O:7].[CH2:10]([C:12]1[CH:31]=[CH:30][C:15]([O:16][C:17]2[CH:22]=[CH:21][C:20]([C:23]3[C:24]([NH2:29])=[N:25][CH:26]=[CH:27][CH:28]=3)=[CH:19][CH:18]=2)=[CH:14][CH:13]=1)[CH3:11], predict the reaction product. The product is: [CH2:10]([C:12]1[CH:13]=[CH:14][C:15]([O:16][C:17]2[CH:22]=[CH:21][C:20]([C:23]3[C:24]4=[N:29][S:6](=[O:8])(=[O:7])[CH2:5][CH2:4][N:25]4[CH:26]=[CH:27][CH:28]=3)=[CH:19][CH:18]=2)=[CH:30][CH:31]=1)[CH3:11]. (2) Given the reactants [CH3:1][O:2][C:3](=[O:16])[CH:4]=[CH:5][C:6]1[CH:11]=[CH:10][CH:9]=[C:8]([S:12](Cl)(=[O:14])=[O:13])[CH:7]=1.[CH3:17][NH:18][C:19]1[CH:24]=[CH:23][CH:22]=[CH:21][CH:20]=1.N1C=CC=CC=1, predict the reaction product. The product is: [CH3:1][O:2][C:3](=[O:16])[CH:4]=[CH:5][C:6]1[CH:11]=[CH:10][CH:9]=[C:8]([S:12](=[O:14])(=[O:13])[N:18]([CH3:17])[C:19]2[CH:24]=[CH:23][CH:22]=[CH:21][CH:20]=2)[CH:7]=1. (3) Given the reactants [CH:1](=O)[C:2]1[CH:7]=[CH:6][N:5]=[CH:4][CH:3]=1.C(O)(=O)C.[CH3:13][C:14]1[C:22]([O:23][C@@H:24]2[CH2:29][CH2:28][CH2:27][C@H:26]([NH2:30])[CH2:25]2)=[CH:21][CH:20]=[C:19]2[C:15]=1[CH:16]=[N:17][NH:18]2.C([BH3-])#N.[Na+].[OH-].[Na+], predict the reaction product. The product is: [CH3:13][C:14]1[C:22]([O:23][C@@H:24]2[CH2:29][CH2:28][CH2:27][C@H:26]([NH:30][CH2:1][C:2]3[CH:7]=[CH:6][N:5]=[CH:4][CH:3]=3)[CH2:25]2)=[CH:21][CH:20]=[C:19]2[C:15]=1[CH:16]=[N:17][NH:18]2. (4) Given the reactants [CH3:1][C:2]1[CH:16]=[C:15]([CH2:17][N:18]2[CH2:23][CH2:22][CH2:21][CH:20]([C:24]3[CH:29]=[CH:28][CH:27]=[CH:26][CH:25]=3)[CH2:19]2)[CH:14]=[CH:13][C:3]=1[O:4][C:5]1[CH:12]=[CH:11][C:8]([C:9]#[N:10])=[CH:7][N:6]=1.C(=O)([O-])[O-:31].[K+].[K+].OO.[CH3:38][S:39]([OH:42])(=[O:41])=[O:40], predict the reaction product. The product is: [CH3:38][S:39]([OH:42])(=[O:41])=[O:40].[CH3:1][C:2]1[CH:16]=[C:15]([CH2:17][N:18]2[CH2:23][CH2:22][CH2:21][CH:20]([C:24]3[CH:29]=[CH:28][CH:27]=[CH:26][CH:25]=3)[CH2:19]2)[CH:14]=[CH:13][C:3]=1[O:4][C:5]1[CH:12]=[CH:11][C:8]([C:9]([NH2:10])=[O:31])=[CH:7][N:6]=1. (5) Given the reactants [N-:1]=[N+:2]=[N-:3].[Na+].[I:5]Cl.IN=[N+]=[N-].[CH2:11]([O:18][CH2:19][CH2:20][CH2:21][CH2:22][CH2:23][CH2:24][CH2:25][CH2:26][CH:27]=[CH2:28])[C:12]1[CH:17]=[CH:16][CH:15]=[CH:14][CH:13]=1, predict the reaction product. The product is: [N:1]([CH:27]([CH2:28][I:5])[CH2:26][CH2:25][CH2:24][CH2:23][CH2:22][CH2:21][CH2:20][CH2:19][O:18][CH2:11][C:12]1[CH:17]=[CH:16][CH:15]=[CH:14][CH:13]=1)=[N+:2]=[N-:3]. (6) The product is: [Cl:1][C:3]1[N:8]=[CH:7][C:6]([C:9]#[N:10])=[CH:5][N:4]=1. Given the reactants [ClH:1].N[C:3]1[N:8]=[CH:7][C:6]([C:9]#[N:10])=[CH:5][N:4]=1.N([O-])=O.[Na+].[OH-].[Na+], predict the reaction product. (7) Given the reactants I[C:2]1[CH:10]=[CH:9][CH:8]=[CH:7][C:3]=1[C:4]([OH:6])=[O:5].[C:11]1([C:20]2[CH:25]=[CH:24][CH:23]=[CH:22][CH:21]=2)[CH:16]=[CH:15][C:14](B(O)O)=[CH:13][CH:12]=1.C(=O)([O-])[O-].[Na+].[Na+].C, predict the reaction product. The product is: [C:2]1([C:23]2[CH:24]=[CH:25][C:20]([C:11]3[CH:16]=[CH:15][CH:14]=[CH:13][CH:12]=3)=[CH:21][CH:22]=2)[C:3]([C:4]([OH:6])=[O:5])=[CH:7][CH:8]=[CH:9][CH:10]=1.